Dataset: Full USPTO retrosynthesis dataset with 1.9M reactions from patents (1976-2016). Task: Predict the reactants needed to synthesize the given product. Given the product [CH2:18]([O:20][C:21]([C:23]1[CH:24]=[N:25][N:26]([CH3:31])[C:27]=1[C:28](=[O:29])[NH:16][C:13]1[CH:14]=[CH:15][N:10]2[N:9]=[C:8]([C:6]3[CH:5]=[CH:4][CH:3]=[C:2]([F:1])[N:7]=3)[N:17]=[C:11]2[CH:12]=1)=[O:22])[CH3:19], predict the reactants needed to synthesize it. The reactants are: [F:1][C:2]1[N:7]=[C:6]([C:8]2[N:17]=[C:11]3[CH:12]=[C:13]([NH2:16])[CH:14]=[CH:15][N:10]3[N:9]=2)[CH:5]=[CH:4][CH:3]=1.[CH2:18]([O:20][C:21]([C:23]1[CH:24]=[N:25][N:26]([CH3:31])[C:27]=1[C:28](O)=[O:29])=[O:22])[CH3:19].